From a dataset of hERG potassium channel inhibition data for cardiac toxicity prediction from Karim et al.. Regression/Classification. Given a drug SMILES string, predict its toxicity properties. Task type varies by dataset: regression for continuous values (e.g., LD50, hERG inhibition percentage) or binary classification for toxic/non-toxic outcomes (e.g., AMES mutagenicity, cardiotoxicity, hepatotoxicity). Dataset: herg_karim. The drug is COc1ccc(C(=O)Oc2cc(O)cc3oc(-c4ccc(OC)cc4)cc(=O)c23)cc1. The result is 1 (blocker).